Task: Predict the product of the given reaction.. Dataset: Forward reaction prediction with 1.9M reactions from USPTO patents (1976-2016) Given the reactants Br[C:2](Br)=[CH:3][C:4]1[CH:9]=[CH:8][C:7]([O:10][CH3:11])=[C:6]([CH3:12])[C:5]=1[CH3:13].[NH:15]1[CH2:19][CH2:18][CH2:17][CH2:16]1.CN(C=[O:24])C, predict the reaction product. The product is: [CH3:11][O:10][C:7]1[CH:8]=[CH:9][C:4]([CH2:3][C:2]([N:15]2[CH2:19][CH2:18][CH2:17][CH2:16]2)=[O:24])=[C:5]([CH3:13])[C:6]=1[CH3:12].